Dataset: Forward reaction prediction with 1.9M reactions from USPTO patents (1976-2016). Task: Predict the product of the given reaction. (1) Given the reactants C(N1C=CN=C1)(N1C=CN=C1)=O.[Cl:13][C:14]1[CH:22]=[C:21]([N+:23]([O-:25])=[O:24])[CH:20]=[CH:19][C:15]=1[C:16](O)=[O:17].[BH4-].[Na+].Cl, predict the reaction product. The product is: [Cl:13][C:14]1[CH:22]=[C:21]([N+:23]([O-:25])=[O:24])[CH:20]=[CH:19][C:15]=1[CH2:16][OH:17]. (2) Given the reactants [Mg].II.Br[C:5]1[CH:10]=[CH:9][C:8]([F:11])=[CH:7][C:6]=1[CH3:12].Cl[C:14]([O:16][CH2:17][CH3:18])=[O:15], predict the reaction product. The product is: [CH2:17]([O:16][C:14](=[O:15])[C:5]1[CH:10]=[CH:9][C:8]([F:11])=[CH:7][C:6]=1[CH3:12])[CH3:18]. (3) Given the reactants [F:1][CH:2]([F:10])[C:3]1(O)[NH:7][N:6]=[C:5]([CH3:8])[CH2:4]1.[Br:11]Br, predict the reaction product. The product is: [Br:11][C:4]1[C:3]([CH:2]([F:10])[F:1])=[N:7][NH:6][C:5]=1[CH3:8]. (4) Given the reactants [CH2:1]([O:8][C:9]([NH:11][C:12]12[CH2:22][C:16]3([CH3:23])[CH2:17][C:18]([OH:21])([CH2:20][C:14]([CH3:24])([CH2:15]3)[CH2:13]1)[CH2:19]2)=[O:10])[C:2]1[CH:7]=[CH:6][CH:5]=[CH:4][CH:3]=1.[Br:25][CH2:26][CH2:27][CH2:28][C:29](Cl)=[O:30], predict the reaction product. The product is: [CH2:1]([O:8][C:9]([NH:11][C:12]12[CH2:22][C:16]3([CH3:23])[CH2:17][C:18]([O:21][C:29]([CH2:28][CH2:27][CH2:26][Br:25])=[O:30])([CH2:20][C:14]([CH3:24])([CH2:15]3)[CH2:13]1)[CH2:19]2)=[O:10])[C:2]1[CH:7]=[CH:6][CH:5]=[CH:4][CH:3]=1. (5) Given the reactants C1(OC2C=CC=CC=2)C=CC=CC=1.[CH3:14][O:15][C:16]1[CH:40]=[CH:39][C:19]([CH2:20][N:21]2[C:25]([NH:26][CH:27]=[C:28]([C:34]([O:36][CH2:37][CH3:38])=[O:35])[C:29](OCC)=[O:30])=[CH:24][CH:23]=[N:22]2)=[CH:18][CH:17]=1, predict the reaction product. The product is: [OH:30][C:29]1[C:28]([C:34]([O:36][CH2:37][CH3:38])=[O:35])=[CH:27][N:26]=[C:25]2[N:21]([CH2:20][C:19]3[CH:39]=[CH:40][C:16]([O:15][CH3:14])=[CH:17][CH:18]=3)[N:22]=[CH:23][C:24]=12. (6) Given the reactants C(O[C:4](=[N:6][C:7](=O)[C:8]1[CH:13]=[CH:12][CH:11]=[CH:10][C:9]=1[O:14][CH3:15])[CH3:5])C.Cl.[NH:18]([C:20]1[CH:25]=[CH:24][C:23]([S:26]([NH2:29])(=[O:28])=[O:27])=[CH:22][CH:21]=1)[NH2:19].C(N(CC)CC)C.O, predict the reaction product. The product is: [CH3:15][O:14][C:9]1[CH:10]=[CH:11][CH:12]=[CH:13][C:8]=1[C:7]1[N:18]([C:20]2[CH:21]=[CH:22][C:23]([S:26]([NH2:29])(=[O:28])=[O:27])=[CH:24][CH:25]=2)[N:19]=[C:4]([CH3:5])[N:6]=1. (7) The product is: [F:27][C:28]1[N:33]=[C:32]([N:14]2[C:15]3[C:10](=[CH:9][N:8]=[C:7]([C:1]4[CH:2]=[CH:3][CH:4]=[CH:5][CH:6]=4)[CH:16]=3)[CH2:11][CH2:12][CH2:13]2)[CH:31]=[CH:30][N:29]=1. Given the reactants [C:1]1([C:7]2[CH:16]=[C:15]3[C:10]([CH2:11][CH2:12][CH2:13][NH:14]3)=[CH:9][N:8]=2)[CH:6]=[CH:5][CH:4]=[CH:3][CH:2]=1.C[Si]([N-][Si](C)(C)C)(C)C.[Li+].[F:27][C:28]1[N:33]=[C:32](F)[CH:31]=[CH:30][N:29]=1, predict the reaction product. (8) Given the reactants [CH3:1][O:2][C:3](=[O:54])[NH:4][CH:5]([C:9](N1CCC(C2NC(C3C=CC(C4C=CC(C5NC(C6CCCN6[C:9](=[O:10])[CH:5]([NH:4][C:3]([O:2][CH3:1])=[O:54])[CH:6]([CH3:8])[CH3:7])=NC=5)=CC=4)=CC=3)=CN=2)C1)=[O:10])[CH:6]([CH3:8])[CH3:7].C([O:59][C:60]([N:62]1[CH2:66][CH2:65][CH2:64][CH:63]1[C:67]1[NH:68][C:69]([C:72]2[CH2:73][C:74]3[C:82](=[CH:83][CH:84]=2)[C:81]2[C:76](=[CH:77][C:78]([C:85]4[NH:86][C:87]([CH:90]5[CH2:94][CH2:93][CH2:92][N:91]5C(OC(C)(C)C)=O)=[N:88][CH:89]=4)=[CH:79][CH:80]=2)[CH:75]=3)=[CH:70][N:71]=1)=O)(C)(C)C, predict the reaction product. The product is: [CH3:1][O:2][C:3](=[O:54])[NH:4][CH:5]([C:60]([N:62]1[CH2:66][CH2:65][CH2:64][CH:63]1[C:67]1[NH:68][C:69]([C:72]2[CH:84]=[CH:83][C:82]3[C:81]4[C:76](=[CH:77][C:78]([C:85]5[NH:86][C:87]([CH:90]6[CH2:94][CH2:93][CH2:92][N:91]6[C:9](=[O:10])[CH:5]([NH:4][C:3]([O:2][CH3:1])=[O:54])[CH:6]([CH3:8])[CH3:7])=[N:88][CH:89]=5)=[CH:79][CH:80]=4)[CH2:75][C:74]=3[CH:73]=2)=[CH:70][N:71]=1)=[O:59])[CH:6]([CH3:8])[CH3:7].